Dataset: Full USPTO retrosynthesis dataset with 1.9M reactions from patents (1976-2016). Task: Predict the reactants needed to synthesize the given product. (1) Given the product [CH3:10][O:11][C:12]1[CH:17]=[CH:16][C:15]([NH:18][C:7]([C:5]2[S:6][C:2]([C:22]3[CH:23]=[CH:24][N:19]=[CH:20][CH:21]=3)=[CH:3][CH:4]=2)=[O:8])=[CH:14][CH:13]=1, predict the reactants needed to synthesize it. The reactants are: Br[C:2]1[S:6][C:5]([C:7](Cl)=[O:8])=[CH:4][CH:3]=1.[CH3:10][O:11][C:12]1[CH:17]=[CH:16][C:15]([NH2:18])=[CH:14][CH:13]=1.[N:19]1[CH:24]=[CH:23][C:22](B(O)O)=[CH:21][CH:20]=1. (2) Given the product [OH:22][CH:15]([C:16]1[CH:21]=[CH:20][CH:19]=[CH:18][CH:17]=1)[C:12]1([S:9]([NH2:8])(=[O:10])=[O:11])[CH2:13][CH2:14]1, predict the reactants needed to synthesize it. The reactants are: C(OC([NH:8][S:9]([C:12]1([CH:15]([OH:22])[C:16]2[CH:21]=[CH:20][CH:19]=[CH:18][CH:17]=2)[CH2:14][CH2:13]1)(=[O:11])=[O:10])=O)(C)(C)C.Cl.C(=O)([O-])[O-].[Na+].[Na+]. (3) The reactants are: Br[C:2]1[CH:3]=[C:4]([N:8]2[CH:12]=[N:11][CH:10]=[N:9]2)[CH:5]=[CH:6][CH:7]=1.C([Sn](CCCC)(CCCC)[C:18]1[N:22]2[CH:23]=[CH:24][C:25]([C:27]([F:30])([F:29])[F:28])=[N:26][C:21]2=[N:20][CH:19]=1)CCC. Given the product [N:8]1([C:4]2[CH:3]=[C:2]([C:18]3[N:22]4[CH:23]=[CH:24][C:25]([C:27]([F:28])([F:29])[F:30])=[N:26][C:21]4=[N:20][CH:19]=3)[CH:7]=[CH:6][CH:5]=2)[CH:12]=[N:11][CH:10]=[N:9]1, predict the reactants needed to synthesize it. (4) The reactants are: CCN(C(O[C:8]1[CH:9]=[CH:10][C:11]2CC[C@@H](NCC#C)[C:12]=2[CH:13]=1)=O)C.CCN(C(O[C:8]1[CH:13]=[CH:12][C:11]2CC[C@@H](NCC#C)[C:10]=2[CH:9]=1)=O)C.C(O)(C(O)=O)C(O)C(O)=O.CCCCCC.[CH2:57]([Cl:59])[Cl:58]. Given the product [CH2:57]([Cl:59])[Cl:58].[CH3:10][CH2:9][CH2:8][CH2:13][CH2:12][CH3:11], predict the reactants needed to synthesize it. (5) Given the product [Si:1]([O:8][C@@H:9]1[C@@:28]2([CH3:29])[C:13](=[CH:14][CH:15]=[C:16]3[C@@H:27]2[CH2:26][CH2:25][C@@:24]2([CH3:30])[C@H:17]3[CH2:18][CH:19]=[C:20]2[C:21](=[O:23])[CH3:22])[CH2:12][C@@H:11]([O:31][Si:32]([C:35]([CH3:38])([CH3:37])[CH3:36])([CH3:33])[CH3:34])[CH2:10]1)([C:4]([CH3:7])([CH3:6])[CH3:5])([CH3:3])[CH3:2], predict the reactants needed to synthesize it. The reactants are: [Si:1]([O:8][C@@H:9]1[C@@:28]2([CH3:29])[C:13](=[CH:14][CH:15]=[C:16]3[C@@H:27]2[CH2:26][CH2:25][C@@:24]2([CH3:30])[C@H:17]3[CH2:18][CH:19]=[C:20]2[C@@H:21]([OH:23])[CH3:22])[CH2:12][C@@H:11]([O:31][Si:32]([C:35]([CH3:38])([CH3:37])[CH3:36])([CH3:34])[CH3:33])[CH2:10]1)([C:4]([CH3:7])([CH3:6])[CH3:5])([CH3:3])[CH3:2].[Cr](O[Cr]([O-])(=O)=O)([O-])(=O)=O.[NH+]1C=CC=CC=1.[NH+]1C=CC=CC=1.[O-][Si]([O-])=O.[Mg+2]. (6) Given the product [Cl:1][C:2]1[C:10]2[C:5](=[CH:6][CH:7]=[C:8]([C:11]3[N:15]=[C:14]([C:16]4[CH:21]=[CH:20][C:19]([O:22][CH2:23][CH2:24][CH3:25])=[C:18]([Cl:26])[CH:17]=4)[O:13][N:12]=3)[CH:9]=2)[N:4]([CH2:27][CH2:28][C:29]([O-:31])=[O:30])[CH:3]=1.[Na+:35], predict the reactants needed to synthesize it. The reactants are: [Cl:1][C:2]1[C:10]2[C:5](=[CH:6][CH:7]=[C:8]([C:11]3[N:15]=[C:14]([C:16]4[CH:21]=[CH:20][C:19]([O:22][CH2:23][CH2:24][CH3:25])=[C:18]([Cl:26])[CH:17]=4)[O:13][N:12]=3)[CH:9]=2)[N:4]([CH2:27][CH2:28][C:29]([O:31]CC)=[O:30])[CH:3]=1.[OH-].[Na+:35]. (7) Given the product [CH:25]([C:26]1[O:32][CH:24]=[C:28]([CH2:29][N:1]2[C:9]3[C:4](=[CH:5][CH:6]=[CH:7][CH:8]=3)[C:3]3([C:13]4=[CH:14][C:15]5[O:19][CH2:18][O:17][C:16]=5[CH:20]=[C:12]4[O:11][CH2:10]3)[C:2]2=[O:21])[N:27]=1)([CH3:36])[CH3:33], predict the reactants needed to synthesize it. The reactants are: [NH:1]1[C:9]2[C:4](=[CH:5][CH:6]=[CH:7][CH:8]=2)[C:3]2([C:13]3=[CH:14][C:15]4[O:19][CH2:18][O:17][C:16]=4[CH:20]=[C:12]3[O:11][CH2:10]2)[C:2]1=[O:21].BrC1C=C[CH:29]=[C:28]2[C:24]=1[C:25]1([C:36]3=CC4OCOC=4C=C3O[CH2:33]1)[C:26](=[O:32])[NH:27]2.ClCC1N=C(C(C)C)OC=1.BrCC1OC(C(F)(F)F)=CC=1.